This data is from Reaction yield outcomes from USPTO patents with 853,638 reactions. The task is: Predict the reaction yield, written as a fraction of the theoretical maximum amount of product (1.0 means a 100% yield; for example, 0.34 means a 34% yield). (1) The reactants are [OH:1][B:2]1[C:6]2[CH:7]=[CH:8][C:9]([O:11][C:12]3[CH:20]=[CH:19][C:15]([C:16]([OH:18])=[O:17])=[CH:14][CH:13]=3)=[CH:10][C:5]=2[CH2:4][O:3]1.[CH3:21][N:22]([CH2:24][CH2:25]O)[CH3:23].CCN=C=NCCCN(C)C. The catalyst is CN(C=O)C. The product is [CH3:21][N:22]([CH3:23])[CH2:24][CH2:25][O:17][C:16](=[O:18])[C:15]1[CH:14]=[CH:13][C:12]([O:11][C:9]2[CH:8]=[CH:7][C:6]3[B:2]([OH:1])[O:3][CH2:4][C:5]=3[CH:10]=2)=[CH:20][CH:19]=1. The yield is 0.560. (2) The reactants are [CH2:1]([C:5]1[N:6]=[C:7]([CH2:27][CH2:28][CH3:29])[NH:8][C:9](=[O:26])[C:10]=1[CH2:11][C:12]1[CH:17]=[CH:16][C:15]([C:18]2[C:19]([C:24]#[N:25])=[CH:20][CH:21]=[CH:22][CH:23]=2)=[CH:14][CH:13]=1)[CH2:2][CH2:3][CH3:4].[O:30]1[C:34]2[CH:35]=[CH:36][C:37](B(O)O)=[CH:38][C:33]=2[CH2:32][CH2:31]1.N1C=CC=CC=1.C(N(CC)CC)C. The catalyst is C(OCC)(=O)C.C([O-])(=O)C.[Cu+2].C([O-])(=O)C.ClCCl. The product is [CH2:1]([C:5]1[N:6]=[C:7]([CH2:27][CH2:28][CH3:29])[N:8]([C:37]2[CH:36]=[CH:35][C:34]3[O:30][CH2:31][CH2:32][C:33]=3[CH:38]=2)[C:9](=[O:26])[C:10]=1[CH2:11][C:12]1[CH:17]=[CH:16][C:15]([C:18]2[C:19]([C:24]#[N:25])=[CH:20][CH:21]=[CH:22][CH:23]=2)=[CH:14][CH:13]=1)[CH2:2][CH2:3][CH3:4]. The yield is 0.790. (3) The reactants are [C:1]([C:5]1[CH:10]=[CH:9][C:8]([C:11]2[N:15]([CH3:16])[N:14]=[C:13]([C:17](=O)[CH3:18])[C:12]=2[OH:20])=[CH:7][CH:6]=1)([CH3:4])([CH3:3])[CH3:2].[NH:21]([C:23]([C:25]1[CH:34]=[CH:33][C:28]([C:29]([O:31][CH3:32])=[O:30])=[C:27]([OH:35])[CH:26]=1)=[O:24])[NH2:22]. The catalyst is C(O)(C)C. The product is [C:1]([C:5]1[CH:10]=[CH:9][C:8]([C:11]2[N:15]([CH3:16])[N:14]=[C:13]([C:17](=[N:22][NH:21][C:23]([C:25]3[CH:34]=[CH:33][C:28]([C:29]([O:31][CH3:32])=[O:30])=[C:27]([OH:35])[CH:26]=3)=[O:24])[CH3:18])[C:12]=2[OH:20])=[CH:7][CH:6]=1)([CH3:4])([CH3:3])[CH3:2]. The yield is 0.810. (4) The reactants are [Br:1][C:2]1[CH:3]=[C:4]([CH2:13][C@@H:14]([CH2:19][C:20]([O:22][CH3:23])=[O:21])[C:15]([O:17][CH3:18])=[O:16])[C:5]([CH2:11]O)=[C:6]2[C:10]=1[NH:9][N:8]=[CH:7]2.[Cl:24]CCl. The catalyst is S(Cl)(Cl)=O. The product is [Br:1][C:2]1[CH:3]=[C:4]([CH2:13][C@@H:14]([CH2:19][C:20]([O:22][CH3:23])=[O:21])[C:15]([O:17][CH3:18])=[O:16])[C:5]([CH2:11][Cl:24])=[C:6]2[C:10]=1[NH:9][N:8]=[CH:7]2. The yield is 0.990. (5) The product is [OH:18][C:2]1[C:3]([N+:11]([O-:13])=[O:12])=[C:4]([CH:8]=[CH:9][CH:10]=1)[C:5]([OH:7])=[O:6]. The yield is 0.660. The catalyst is O.O.CO. The reactants are Cl[C:2]1[C:3]([N+:11]([O-:13])=[O:12])=[C:4]([CH:8]=[CH:9][CH:10]=1)[C:5]([OH:7])=[O:6].[OH-].[K+].Cl.C(O)(C(F)(F)F)=[O:18]. (6) No catalyst specified. The reactants are [Cl:1][C:2]1[CH:7]=[CH:6][C:5]([C:8]2[S:9][CH:10]=[C:11]([C:13]([CH3:17])([CH3:16])[CH2:14][NH2:15])[N:12]=2)=[CH:4][CH:3]=1.[F:18][C:19]([F:35])([F:34])[C:20]1[O:24][N:23]=[C:22]([C:25]2[CH:26]=[N:27][CH:28]=[C:29]([CH:33]=2)[C:30](O)=[O:31])[N:21]=1. The product is [Cl:1][C:2]1[CH:3]=[CH:4][C:5]([C:8]2[S:9][CH:10]=[C:11]([C:13]([CH3:17])([CH3:16])[CH2:14][NH:15][C:30](=[O:31])[C:29]3[CH:33]=[C:25]([C:22]4[N:21]=[C:20]([C:19]([F:35])([F:34])[F:18])[O:24][N:23]=4)[CH:26]=[N:27][CH:28]=3)[N:12]=2)=[CH:6][CH:7]=1. The yield is 0.510. (7) The reactants are C(OC(=O)[NH:7][CH2:8][CH:9]([C:37]1[CH:42]=[CH:41][C:40]([Cl:43])=[CH:39][CH:38]=1)[C:10]([N:12]1[CH2:17][CH2:16][N:15]([C:18]2[C:19]3[C:26]([CH3:27])=[CH:25][N:24]([S:28]([C:31]4[CH:36]=[CH:35][CH:34]=[CH:33][CH:32]=4)(=[O:30])=[O:29])[C:20]=3[N:21]=[CH:22][N:23]=2)[CH2:14][CH2:13]1)=[O:11])(C)(C)C.Cl.O. The catalyst is O1CCOCC1.C(OCC)C. The product is [NH2:7][CH2:8][CH:9]([C:37]1[CH:38]=[CH:39][C:40]([Cl:43])=[CH:41][CH:42]=1)[C:10]([N:12]1[CH2:13][CH2:14][N:15]([C:18]2[C:19]3[C:26]([CH3:27])=[CH:25][N:24]([S:28]([C:31]4[CH:36]=[CH:35][CH:34]=[CH:33][CH:32]=4)(=[O:30])=[O:29])[C:20]=3[N:21]=[CH:22][N:23]=2)[CH2:16][CH2:17]1)=[O:11]. The yield is 0.770. (8) The reactants are [CH3:1][N:2]1[CH2:7][CH:6]([C:8]2[CH:13]=[CH:12][CH:11]=[CH:10][CH:9]=2)[N:5]([C:14]2[N:19]=[CH:18][CH:17]=[CH:16][C:15]=2[CH2:20]O)[CH2:4][CH2:3]1.S(=O)(=O)(O)O.N.[OH-].[Na+]. No catalyst specified. The product is [CH3:1][N:2]1[CH2:7][CH:6]2[N:5]([C:14]3[N:19]=[CH:18][CH:17]=[CH:16][C:15]=3[CH2:20][C:9]3[CH:10]=[CH:11][CH:12]=[CH:13][C:8]=32)[CH2:4][CH2:3]1. The yield is 0.800.